The task is: Predict the product of the given reaction.. This data is from Forward reaction prediction with 1.9M reactions from USPTO patents (1976-2016). (1) Given the reactants [C:1]([O:4][C@@H:5]1[C@H:9]([O:10][C:11](=[O:13])[CH3:12])[C@@H:8]([CH2:14][O:15][C:16](=[O:18])[CH3:17])[O:7][C@H:6]1[N:19]1[CH:26]=[CH:25][C:23](=[O:24])[NH:22][C:20]1=[O:21])(=[O:3])[CH3:2].S(=O)(=O)(O)O.[F:32][C:33](I)([F:35])[F:34].OO, predict the reaction product. The product is: [F:32][C:33]([F:35])([F:34])[C:25]1[C:23](=[O:24])[NH:22][C:20](=[O:21])[N:19]([CH:26]=1)[C@@H:6]1[O:7][C@H:8]([CH2:14][O:15][C:16](=[O:18])[CH3:17])[C@@H:9]([O:10][C:11](=[O:13])[CH3:12])[C@H:5]1[O:4][C:1](=[O:3])[CH3:2]. (2) Given the reactants Cl.[OH:2][CH:3]1[O:11][C@H:10]([CH2:12][OH:13])[C@@H:8]([OH:9])[C@H:6]([OH:7])[C@H:4]1N.C[O-].[Na+].C(N(C(C)C)CC)(C)C, predict the reaction product. The product is: [O:2]=[CH:3][CH2:4][C@H:6]([C@@H:8]([C@@H:10]([CH2:12][OH:13])[OH:11])[OH:9])[OH:7]. (3) Given the reactants C([O:4][CH2:5]/[CH:6]=[CH:7]/[CH2:8][O:9][CH2:10][C:11]1[CH:16]=[C:15]([O:17][CH2:18][C:19]2[CH:24]=[CH:23][C:22]([O:25][CH3:26])=[CH:21][CH:20]=2)[CH:14]=[CH:13][C:12]=1Br)(=O)C, predict the reaction product. The product is: [CH3:26][O:25][C:22]1[CH:21]=[CH:20][C:19]([CH2:18][O:17][C:15]2[CH:16]=[C:11]3[C:12]([CH:7]([CH2:6][CH:5]=[O:4])[CH2:8][O:9][CH2:10]3)=[CH:13][CH:14]=2)=[CH:24][CH:23]=1. (4) Given the reactants [C:1]([NH:9][C:10]1[CH:48]=[CH:47][C:13]([CH2:14][N:15]2[C:21]3[CH:22]=[CH:23][CH:24]=[CH:25][C:20]=3[N:19]([C:26]3[CH:31]=[CH:30][C:29]([CH2:32][NH:33][C:34]([O:36][C:37]([CH3:40])([CH3:39])[CH3:38])=[O:35])=[CH:28][CH:27]=3)[C:18](=[O:41])[CH:17]([CH2:42][C:43](O)=[O:44])[C:16]2=[O:46])=[CH:12][CH:11]=1)(=[O:8])[C:2]1[CH:7]=[CH:6][CH:5]=[CH:4][CH:3]=1.[F:49][C:50]1[CH:57]=[CH:56][CH:55]=[CH:54][C:51]=1[CH2:52][NH2:53].P(C#N)(OCC)(OCC)=O.C(N(CC)CC)C, predict the reaction product. The product is: [F:49][C:50]1[CH:57]=[CH:56][CH:55]=[CH:54][C:51]=1[CH2:52][NH:53][C:43](=[O:44])[CH2:42][CH:17]1[C:18](=[O:41])[N:19]([C:26]2[CH:31]=[CH:30][C:29]([CH2:32][NH:33][C:34]([O:36][C:37]([CH3:40])([CH3:39])[CH3:38])=[O:35])=[CH:28][CH:27]=2)[C:20]2[CH:25]=[CH:24][CH:23]=[CH:22][C:21]=2[N:15]([CH2:14][C:13]2[CH:12]=[CH:11][C:10]([NH:9][C:1](=[O:8])[C:2]3[CH:3]=[CH:4][CH:5]=[CH:6][CH:7]=3)=[CH:48][CH:47]=2)[C:16]1=[O:46]. (5) Given the reactants [F:1][C:2]1[CH:7]=[CH:6][C:5]([CH2:8][CH2:9][N:10]([CH3:21])[S:11]([C:14]2[CH:18]=[C:17]([CH:19]=[O:20])[S:16][CH:15]=2)(=[O:13])=[O:12])=[CH:4][CH:3]=1.[CH:22]([Mg]Br)([CH3:24])[CH3:23].O1CCCC1.[Cl-].[NH4+], predict the reaction product. The product is: [F:1][C:2]1[CH:7]=[CH:6][C:5]([CH2:8][CH2:9][N:10]([CH3:21])[S:11]([C:14]2[CH:18]=[C:17]([CH:19]([OH:20])[CH:22]([CH3:24])[CH3:23])[S:16][CH:15]=2)(=[O:13])=[O:12])=[CH:4][CH:3]=1. (6) Given the reactants O=[CH:2][CH2:3][CH2:4][NH:5][C:6]([C:8]1[NH:9][C:10]2[C:15]([C:16]=1[I:17])=[CH:14][C:13]([F:18])=[CH:12][CH:11]=2)=[O:7].[C:19]([CH:24]=P(C1C=CC=CC=1)(C1C=CC=CC=1)C1C=CC=CC=1)([O:21][CH2:22][CH3:23])=[O:20], predict the reaction product. The product is: [CH2:22]([O:21][C:19](=[O:20])[CH:24]=[CH:2][CH2:3][CH2:4][NH:5][C:6]([C:8]1[NH:9][C:10]2[C:15]([C:16]=1[I:17])=[CH:14][C:13]([F:18])=[CH:12][CH:11]=2)=[O:7])[CH3:23]. (7) Given the reactants [ClH:1].O1CCOCC1.C(OC([N:15]1[C:23]2[C:18](=[CH:19][C:20]([CH2:24][CH2:25][C:26]3[S:27][C:28]([C:37]([F:40])([F:39])[F:38])=[C:29]([C:31]4[CH:36]=[CH:35][CH:34]=[CH:33][CH:32]=4)[CH:30]=3)=[CH:21][CH:22]=2)[CH2:17][CH2:16]1)=O)(C)(C)C, predict the reaction product. The product is: [ClH:1].[C:31]1([C:29]2[CH:30]=[C:26]([CH2:25][CH2:24][C:20]3[CH:19]=[C:18]4[C:23](=[CH:22][CH:21]=3)[NH:15][CH2:16][CH2:17]4)[S:27][C:28]=2[C:37]([F:40])([F:39])[F:38])[CH:36]=[CH:35][CH:34]=[CH:33][CH:32]=1. (8) Given the reactants C1(P([N:15]=[N+:16]=[N-])(C2C=CC=CC=2)=O)C=CC=CC=1.[CH2:18]1[CH2:28][CH2:27][N:26]2[C:21](=[N:22][CH2:23][CH2:24][CH2:25]2)[CH2:20][CH2:19]1.[C:29]1(C)C=CC=CC=1.C1COCC1, predict the reaction product. The product is: [N:26]([CH:27]1[CH2:28][CH2:18][C:19]([C:20]2[CH:21]=[N:22][CH:23]=[CH:24][CH:25]=2)=[CH:29]1)=[N+:15]=[N-:16]. (9) The product is: [OH:48][C:47]([CH3:50])([CH3:49])[CH2:46][N:34]1[C:35]2[CH2:36][CH2:37][CH:29]([N:3]3[C:2](=[O:1])[C:7]([CH2:8][C:9]4[CH:10]=[CH:11][C:12]([C:15]5[C:16]([C:21]#[N:22])=[CH:17][CH:18]=[CH:19][CH:20]=5)=[CH:13][CH:14]=4)=[C:6]([CH2:23][CH2:24][CH3:25])[N:5]4[N:26]=[CH:27][N:28]=[C:4]34)[CH2:30][C:31]=2[CH:32]=[N:33]1. Given the reactants [O:1]=[C:2]1[C:7]([CH2:8][C:9]2[CH:14]=[CH:13][C:12]([C:15]3[C:16]([C:21]#[N:22])=[CH:17][CH:18]=[CH:19][CH:20]=3)=[CH:11][CH:10]=2)=[C:6]([CH2:23][CH2:24][CH3:25])[N:5]2[N:26]=[CH:27][N:28]=[C:4]2[N:3]1[CH:29]1[CH2:37][CH2:36][C:35]2[NH:34][N:33]=[CH:32][C:31]=2[CH2:30]1.[H-].[Na+].CN(C)C(=O)C.[CH3:46][C:47]1([CH3:50])[CH2:49][O:48]1, predict the reaction product. (10) Given the reactants I[C:2]1[C:3]([NH2:14])=[CH:4][C:5]([N:8]2[CH2:13][CH2:12][O:11][CH2:10][CH2:9]2)=[N:6][CH:7]=1.CC1(C)C(C)(C)OB([C:23]2[CH2:24][CH2:25][N:26]([C:29]([O:31][C:32]([CH3:35])([CH3:34])[CH3:33])=[O:30])[CH2:27][CH:28]=2)O1.C(=O)([O-])[O-].[Na+].[Na+], predict the reaction product. The product is: [NH2:14][C:3]1[CH:4]=[C:5]([N:8]2[CH2:13][CH2:12][O:11][CH2:10][CH2:9]2)[N:6]=[CH:7][C:2]=1[C:23]1[CH2:28][CH2:27][N:26]([C:29]([O:31][C:32]([CH3:35])([CH3:34])[CH3:33])=[O:30])[CH2:25][CH:24]=1.